Dataset: Forward reaction prediction with 1.9M reactions from USPTO patents (1976-2016). Task: Predict the product of the given reaction. (1) Given the reactants [CH3:1][O:2][C:3]1[CH:4]=[C:5]2[C:9](=[CH:10][CH:11]=1)[NH:8][CH:7]=[CH:6]2.[Br:12]Br.C(N(CC)CC)C.[C:21]([O:25][C:26]([O:28]C(OC(C)(C)C)=O)=O)([CH3:24])([CH3:23])[CH3:22], predict the reaction product. The product is: [Br:12][C:6]1[C:5]2[C:9](=[CH:10][CH:11]=[C:3]([O:2][CH3:1])[CH:4]=2)[N:8]([C:26]([O:25][C:21]([CH3:24])([CH3:23])[CH3:22])=[O:28])[CH:7]=1. (2) The product is: [ClH:47].[NH:30]1[CH2:31][CH2:32][CH2:33][C@H:29]1[CH2:28][N:1]1[C:9]2[C:4](=[CH:5][C:6]([N:10]3[CH:15]=[CH:14][C:13]([C:16]4[CH:21]=[CH:20][C:19]([C:22]([F:24])([F:25])[F:23])=[CH:18][CH:17]=4)=[CH:12][C:11]3=[O:26])=[CH:7][CH:8]=2)[CH:3]=[N:2]1. Given the reactants [NH:1]1[C:9]2[C:4](=[CH:5][C:6]([N:10]3[CH:15]=[CH:14][C:13]([C:16]4[CH:21]=[CH:20][C:19]([C:22]([F:25])([F:24])[F:23])=[CH:18][CH:17]=4)=[CH:12][C:11]3=[O:26])=[CH:7][CH:8]=2)[CH:3]=[N:2]1.Br[CH2:28][C@@H:29]1[CH2:33][CH2:32][CH2:31][N:30]1C(OC(C)(C)C)=O.C(=O)([O-])[O-].[Cs+].[Cs+].[ClH:47], predict the reaction product.